Dataset: Full USPTO retrosynthesis dataset with 1.9M reactions from patents (1976-2016). Task: Predict the reactants needed to synthesize the given product. (1) The reactants are: [CH3:1][O:2][C:3](=[O:14])[C:4]1[CH:9]=[C:8]([CH:10]=[CH2:11])[C:7]([OH:12])=[C:6]([F:13])[CH:5]=1.CO. Given the product [CH3:1][O:2][C:3](=[O:14])[C:4]1[CH:5]=[C:6]([F:13])[C:7]([OH:12])=[C:8]([CH2:10][CH3:11])[CH:9]=1, predict the reactants needed to synthesize it. (2) Given the product [Cl:1][C:2]1[CH:21]=[CH:20][CH:19]=[C:18]([Cl:22])[C:3]=1[CH2:4][C:5]1[C:6](=[O:17])[O:7][C:8]2[C:13]([C:14]=1[CH3:15])=[CH:12][CH:11]=[C:10]([O:16][C:34]([N:24]1[C:33]3[C:28](=[CH:29][CH:30]=[CH:31][CH:32]=3)[CH2:27][CH2:26][CH2:25]1)=[O:35])[CH:9]=2, predict the reactants needed to synthesize it. The reactants are: [Cl:1][C:2]1[CH:21]=[CH:20][CH:19]=[C:18]([Cl:22])[C:3]=1[CH2:4][C:5]1[C:6](=[O:17])[O:7][C:8]2[C:13]([C:14]=1[CH3:15])=[CH:12][CH:11]=[C:10]([OH:16])[CH:9]=2.[I-].[N:24]1([C:34](N2C=C[N+](C)=C2)=[O:35])[C:33]2[C:28](=[CH:29][CH:30]=[CH:31][CH:32]=2)[CH2:27][CH2:26][CH2:25]1. (3) Given the product [CH3:24][S:25]([O:10][CH2:9][CH2:8][CH:7]([C:1]1[CH:2]=[CH:3][CH:4]=[CH:5][CH:6]=1)[C:11]1[CH:12]=[CH:13][CH:14]=[CH:15][CH:16]=1)(=[O:27])=[O:26], predict the reactants needed to synthesize it. The reactants are: [C:1]1([CH:7]([C:11]2[CH:16]=[CH:15][CH:14]=[CH:13][CH:12]=2)[CH2:8][CH2:9][OH:10])[CH:6]=[CH:5][CH:4]=[CH:3][CH:2]=1.C(N(CC)CC)C.[CH3:24][S:25](Cl)(=[O:27])=[O:26].C(O)(C)C.